Dataset: Full USPTO retrosynthesis dataset with 1.9M reactions from patents (1976-2016). Task: Predict the reactants needed to synthesize the given product. (1) The reactants are: Br[C:2]1[CH:22]=[CH:21][C:5]([CH2:6][N:7]2[CH2:12][CH2:11][CH2:10][CH:9]([C:13]3[CH:18]=[CH:17][CH:16]=[CH:15][CH:14]=3)[S:8]2(=[O:20])=[O:19])=[C:4]([F:23])[CH:3]=1.[CH3:24][S:25]([N:28]1[CH2:33][CH2:32][CH:31]([OH:34])[CH2:30][CH2:29]1)(=[O:27])=[O:26].CC1C=NC2C(C=1C)=CC=C1C=2N=CC(C)=C1C.C(=O)([O-])[O-].[Cs+].[Cs+]. Given the product [F:23][C:4]1[CH:3]=[C:2]([O:34][CH:31]2[CH2:32][CH2:33][N:28]([S:25]([CH3:24])(=[O:27])=[O:26])[CH2:29][CH2:30]2)[CH:22]=[CH:21][C:5]=1[CH2:6][N:7]1[CH2:12][CH2:11][CH2:10][CH:9]([C:13]2[CH:18]=[CH:17][CH:16]=[CH:15][CH:14]=2)[S:8]1(=[O:20])=[O:19], predict the reactants needed to synthesize it. (2) Given the product [Cl:1][C:2]1[C:3]([NH2:21])=[C:4]2[C:9](=[CH:10][CH:11]=1)[O:8][CH:7]([C:12]([F:15])([F:13])[F:14])[C:6]([C:16]([O:18][CH2:19][CH3:20])=[O:17])=[CH:5]2, predict the reactants needed to synthesize it. The reactants are: [Cl:1][C:2]1[C:3]([N:21]=[N+]=[N-])=[C:4]2[C:9](=[CH:10][CH:11]=1)[O:8][CH:7]([C:12]([F:15])([F:14])[F:13])[C:6]([C:16]([O:18][CH2:19][CH3:20])=[O:17])=[CH:5]2. (3) Given the product [Cl:12][C:11]1[C:7]([C:1]2[CH:2]=[CH:3][CH:4]=[CH:5][CH:6]=2)=[N:8][NH:9][CH:10]=1, predict the reactants needed to synthesize it. The reactants are: [C:1]1([C:7]2[CH:11]=[CH:10][NH:9][N:8]=2)[CH:6]=[CH:5][CH:4]=[CH:3][CH:2]=1.[Cl:12]C(Cl)C. (4) Given the product [OH:10][CH2:8][CH2:7][NH:1][C:2]([CH3:6])([CH3:5])[CH2:3][OH:4], predict the reactants needed to synthesize it. The reactants are: [NH2:1][C:2]([CH3:6])([CH3:5])[CH2:3][OH:4].[CH2:7]1[O:10][CH:8]1C. (5) Given the product [CH3:1][C@:2]1([NH:18][C@@H:19]2[CH2:24][CH2:23][CH2:22][CH2:21][C@H:20]2[NH2:25])[CH2:7][CH2:6][CH2:5][N:4]([C:8]2[CH:13]=[CH:12][C:11]([C:14]([F:15])([F:16])[F:17])=[CH:10][CH:9]=2)[CH2:3]1, predict the reactants needed to synthesize it. The reactants are: [CH3:1][C@:2]1([NH:18][C@@H:19]2[CH2:24][CH2:23][CH2:22][CH2:21][C@H:20]2[NH:25]C(=O)OCC2C=CC=CC=2)[CH2:7][CH2:6][CH2:5][N:4]([C:8]2[CH:13]=[CH:12][C:11]([C:14]([F:17])([F:16])[F:15])=[CH:10][CH:9]=2)[CH2:3]1. (6) Given the product [CH3:17][O:18][C:19]1[CH:20]=[CH:21][C:22]([N+:28]([O-:30])=[O:29])=[C:23]([CH2:24][OH:25])[CH:27]=1, predict the reactants needed to synthesize it. The reactants are: N1C(Cl)=NC(Cl)=NC=1Cl.CN1CCOCC1.[CH3:17][O:18][C:19]1[CH:20]=[CH:21][C:22]([N+:28]([O-:30])=[O:29])=[C:23]([CH:27]=1)[C:24](O)=[O:25].[BH4-].[Na+].[NH4+].[Cl-]. (7) Given the product [CH2:1]([O:4][C:5]1[CH:22]=[CH:21][C:8]([CH2:9][N:10]([CH2:23][C:24]2[CH:29]=[CH:28][CH:27]=[CH:26][CH:25]=2)[C:11]2[CH:16]=[CH:15][CH:14]=[C:13]([N+:17]([O-:19])=[O:18])[C:12]=2[CH3:20])=[CH:7][CH:6]=1)[CH:2]=[CH2:3], predict the reactants needed to synthesize it. The reactants are: [CH2:1]([O:4][C:5]1[CH:22]=[CH:21][C:8]([CH2:9][NH:10][C:11]2[CH:16]=[CH:15][CH:14]=[C:13]([N+:17]([O-:19])=[O:18])[C:12]=2[CH3:20])=[CH:7][CH:6]=1)[CH:2]=[CH2:3].[CH2:23](Br)[C:24]1[CH:29]=[CH:28][CH:27]=[CH:26][CH:25]=1.